Task: Predict the product of the given reaction.. Dataset: Forward reaction prediction with 1.9M reactions from USPTO patents (1976-2016) (1) Given the reactants C(OC([O:8][C:9]1[CH:14]=[CH:13][C:12]([C:15]2[CH:27]=[CH:26][C:18]([C:19]([O:21]C(C)(C)C)=[O:20])=[C:17]([NH:28][C:29](=[O:37])[C:30]3[CH:35]=[CH:34][C:33]([F:36])=[CH:32][CH:31]=3)[CH:16]=2)=[CH:11][CH:10]=1)=O)(C)(C)C, predict the reaction product. The product is: [OH:8][C:9]1[CH:14]=[CH:13][C:12]([C:15]2[CH:27]=[CH:26][C:18]([C:19]([OH:21])=[O:20])=[C:17]([NH:28][C:29](=[O:37])[C:30]3[CH:35]=[CH:34][C:33]([F:36])=[CH:32][CH:31]=3)[CH:16]=2)=[CH:11][CH:10]=1. (2) The product is: [CH3:20][N:19]([CH3:21])[CH2:18][CH2:17][CH2:16][N:9]1[CH:10]=[CH:11][C:6]([C:4]([N:3]([O:2][CH3:1])[CH3:13])=[O:5])=[CH:7][C:8]1=[O:12]. Given the reactants [CH3:1][O:2][N:3]([CH3:13])[C:4]([C:6]1[CH:11]=[CH:10][NH:9][C:8](=[O:12])[CH:7]=1)=[O:5].Cl.Cl[CH2:16][CH2:17][CH2:18][N:19]([CH3:21])[CH3:20].C([O-])([O-])=O.[K+].[K+].O, predict the reaction product.